Dataset: NCI-60 drug combinations with 297,098 pairs across 59 cell lines. Task: Regression. Given two drug SMILES strings and cell line genomic features, predict the synergy score measuring deviation from expected non-interaction effect. (1) Synergy scores: CSS=0.190, Synergy_ZIP=-1.44, Synergy_Bliss=-2.97, Synergy_Loewe=-3.59, Synergy_HSA=-3.99. Drug 1: CN1C2=C(C=C(C=C2)N(CCCl)CCCl)N=C1CCCC(=O)O.Cl. Cell line: KM12. Drug 2: COC1=C2C(=CC3=C1OC=C3)C=CC(=O)O2. (2) Drug 1: C1=C(C(=O)NC(=O)N1)N(CCCl)CCCl. Drug 2: C1=NC(=NC(=O)N1C2C(C(C(O2)CO)O)O)N. Cell line: HOP-92. Synergy scores: CSS=27.5, Synergy_ZIP=-6.99, Synergy_Bliss=-5.75, Synergy_Loewe=-3.70, Synergy_HSA=-3.47.